From a dataset of Reaction yield outcomes from USPTO patents with 853,638 reactions. Predict the reaction yield, written as a fraction of the theoretical maximum amount of product (1.0 means a 100% yield; for example, 0.34 means a 34% yield). The reactants are [CH3:1][O:2][C:3](=[O:21])[C:4]1[CH:9]=[C:8]([O:10][CH2:11][CH2:12][CH2:13][N:14]2[CH2:19][CH2:18][CH2:17][CH2:16][CH2:15]2)[CH:7]=[CH:6][C:5]=1[NH2:20].N1C=CC=CC=1.[Cl:28][CH2:29][C:30]1[CH:31]=[C:32]([CH:36]=[CH:37][CH:38]=1)[C:33](O)=[O:34]. The catalyst is C(Cl)Cl. The product is [CH3:1][O:2][C:3](=[O:21])[C:4]1[CH:9]=[C:8]([O:10][CH2:11][CH2:12][CH2:13][N:14]2[CH2:19][CH2:18][CH2:17][CH2:16][CH2:15]2)[CH:7]=[CH:6][C:5]=1[NH:20][C:33](=[O:34])[C:32]1[CH:36]=[CH:37][CH:38]=[C:30]([CH2:29][Cl:28])[CH:31]=1. The yield is 0.930.